Dataset: Peptide-MHC class I binding affinity with 185,985 pairs from IEDB/IMGT. Task: Regression. Given a peptide amino acid sequence and an MHC pseudo amino acid sequence, predict their binding affinity value. This is MHC class I binding data. (1) The peptide sequence is SVKERGPAY. The MHC is HLA-A02:02 with pseudo-sequence HLA-A02:02. The binding affinity (normalized) is 0. (2) The peptide sequence is DTRGIFSAY. The MHC is HLA-A68:01 with pseudo-sequence HLA-A68:01. The binding affinity (normalized) is 0.370. (3) The peptide sequence is RQFPTAFET. The MHC is Mamu-B3901 with pseudo-sequence Mamu-B3901. The binding affinity (normalized) is 0.0356. (4) The peptide sequence is FLFILLLCL. The MHC is HLA-A02:03 with pseudo-sequence HLA-A02:03. The binding affinity (normalized) is 0.320.